From a dataset of Full USPTO retrosynthesis dataset with 1.9M reactions from patents (1976-2016). Predict the reactants needed to synthesize the given product. The reactants are: [OH:1][C:2]1[CH:3]=[CH:4][C:5]2[O:9][C:8]([C:10]([OH:12])=[O:11])=[CH:7][C:6]=2[CH:13]=1.S(=O)(=O)(O)O.[CH3:19]O. Given the product [CH3:19][O:11][C:10]([C:8]1[O:9][C:5]2[CH:4]=[CH:3][C:2]([OH:1])=[CH:13][C:6]=2[CH:7]=1)=[O:12], predict the reactants needed to synthesize it.